Dataset: Catalyst prediction with 721,799 reactions and 888 catalyst types from USPTO. Task: Predict which catalyst facilitates the given reaction. (1) Reactant: [C:1](O)(=[O:4])[CH:2]=[CH2:3].CN1CCOCC1.ClC(OCC(C)C)=O.Cl.[F:22][C:23]1[CH:36]=[CH:35][C:26]([O:27][CH2:28][CH:29]2[CH2:34][CH2:33][NH:32][CH2:31][CH2:30]2)=[CH:25][CH:24]=1. Product: [C:1]([N:32]1[CH2:31][CH2:30][CH:29]([CH2:28][O:27][C:26]2[CH:25]=[CH:24][C:23]([F:22])=[CH:36][CH:35]=2)[CH2:34][CH2:33]1)(=[O:4])[CH:2]=[CH2:3]. The catalyst class is: 46. (2) Reactant: [CH:1]1[CH:6]=[C:5]([CH2:7][C:8]2[C:13]([OH:14])=[CH:12][CH:11]=[CH:10][CH:9]=2)[C:4]([OH:15])=[CH:3][CH:2]=1.CC1C(=CC(=CC=1)N=C=O)[N:19]=[C:20]=[O:21]. Product: [N-:19]=[C:20]=[O:21].[CH:10]1[CH:9]=[C:8]([CH2:7][C:5]2[C:4]([OH:15])=[CH:3][CH:2]=[CH:1][CH:6]=2)[C:13]([OH:14])=[CH:12][CH:11]=1. The catalyst class is: 689. (3) Reactant: CC1C=CC(S(O[CH2:12][CH:13]2[O:18][C:17]3[CH:19]=[C:20]([N+:23]([O-:25])=[O:24])[CH:21]=[CH:22][C:16]=3[O:15][CH2:14]2)(=O)=O)=CC=1.[CH2:26]([NH2:33])[C:27]1[CH:32]=[CH:31][CH:30]=[CH:29][CH:28]=1. Product: [CH2:26]([NH:33][CH2:12][CH:13]1[O:18][C:17]2[CH:19]=[C:20]([N+:23]([O-:25])=[O:24])[CH:21]=[CH:22][C:16]=2[O:15][CH2:14]1)[C:27]1[CH:32]=[CH:31][CH:30]=[CH:29][CH:28]=1. The catalyst class is: 194. (4) Reactant: [CH3:1][O:2][C:3](=[O:23])[C:4]1[CH:9]=[C:8]([C:10]([O:12]CC)=[CH2:11])[C:7]([C:15]([F:18])([F:17])[F:16])=[CH:6][C:5]=1[NH:19][C:20](=[O:22])[CH3:21].Cl.CCOC(C)=O. Product: [CH3:1][O:2][C:3](=[O:23])[C:4]1[CH:9]=[C:8]([C:10](=[O:12])[CH3:11])[C:7]([C:15]([F:18])([F:17])[F:16])=[CH:6][C:5]=1[NH:19][C:20](=[O:22])[CH3:21]. The catalyst class is: 1. (5) Reactant: [CH2:1]1[CH2:5][O:4][CH2:3][CH2:2]1.O[C:7]12[CH2:16]C3CC([CH2:15][CH:9]([N:10]3[C:17]([O:19][C:20]([CH3:23])([CH3:22])[CH3:21])=[O:18])[CH2:8]1)[CH2:14]2.[H-].[K+].CI. Product: [CH3:3][O:4][C:5]12[CH2:1][CH:2]3[CH2:16][CH:7]([CH2:8][CH:9]([N:10]3[C:17]([O:19][C:20]([CH3:23])([CH3:22])[CH3:21])=[O:18])[CH2:15]1)[CH2:14]2. The catalyst class is: 25. (6) Reactant: [Br:1]Br.[C:3]1([N:9]2[CH:13]=[CH:12][CH:11]=[N:10]2)[CH:8]=[CH:7][CH:6]=[CH:5][CH:4]=1.O.C([O-])(O)=O.[Na+]. The catalyst class is: 342. Product: [Br:1][C:12]1[CH:11]=[N:10][N:9]([C:3]2[CH:4]=[CH:5][CH:6]=[CH:7][CH:8]=2)[CH:13]=1.